From a dataset of Forward reaction prediction with 1.9M reactions from USPTO patents (1976-2016). Predict the product of the given reaction. (1) Given the reactants CC(C)(OC([N:7]1[CH2:12][CH2:11][CH:10]([N:13]2[CH2:18][C:17]3=[CH:19][S:20][CH:21]=[C:16]3[NH:15][C:14]2=[O:22])[CH2:9][CH2:8]1)=O)C.[F:24][C:25]([F:30])([F:29])[C:26]([OH:28])=[O:27], predict the reaction product. The product is: [NH:7]1[CH2:8][CH2:9][CH:10]([N:13]2[CH2:18][C:17]3=[CH:19][S:20][CH:21]=[C:16]3[NH:15][C:14]2=[O:22])[CH2:11][CH2:12]1.[F:24][C:25]([F:30])([F:29])[C:26]([O-:28])=[O:27]. (2) Given the reactants [CH3:1][O:2][C:3]1[CH:4]=[C:5]2[C:10](=[CH:11][CH:12]=1)[C:9](=[O:13])[N:8]([C:14]1[CH:19]=[CH:18][C:17]([O:20][CH3:21])=[CH:16][CH:15]=1)[CH:7]=[CH:6]2.[Br:22]N1C(=O)CCC1=O.C(=O)(O)[O-].[Na+], predict the reaction product. The product is: [Br:22][C:6]1[C:5]2[C:10](=[CH:11][CH:12]=[C:3]([O:2][CH3:1])[CH:4]=2)[C:9](=[O:13])[N:8]([C:14]2[CH:15]=[CH:16][C:17]([O:20][CH3:21])=[CH:18][CH:19]=2)[CH:7]=1.